Dataset: Human Reference Interactome with 51,813 positive PPI pairs across 8,248 proteins, plus equal number of experimentally-validated negative pairs. Task: Binary Classification. Given two protein amino acid sequences, predict whether they physically interact or not. Protein 1 (ENSG00000163867) has sequence MKEPLDGECGKAVVPQQELLDKIKEEPDNAQEYGCVQQPKTQESKLKIGGVSSVNERPIAQQLNPGFQLSFASSGPSVLLPSVPAVAIKVFCSGCKKMLYKGQTAYHKTGSTQLFCSTRCITRHSSPACLPPPPKKTCTNCSKYKILNIPFYFTFFLVCILFSSNILLIL*MKEPLDGECGKAVVPQQELLDKIKEEPDNAQEYGCVQQPKTQESKLKIGGVSSVNERPIAQQLNPGFQLSFASSGPSVLLPSVPAVAIKVFCSGCKKMLYKGQTAYHKTGSTQLFCSTRCITRHSSPAC.... Protein 2 (ENSG00000127947) has sequence MEQVEILRKFIQRVQAMKSPDHNGEDNFARDFMRLRRLSTKYRTEKIYPTATGEKEENVKKNRYKDILPFDHSRVKLTLKTPSQDSDYINANFIKGVYGPKAYVATQGPLANTVIDFWRMIWEYNVVIIVMACREFEMGRKKCERYWPLYGEDPITFAPFKISCEDEQARTDYFIRTLLLEFQNESRRLYQFHYVNWPDHDVPSSFDSILDMISLMRKYQEHEDVPICIHCSAGCGRTGAICAIDYTWNLLKAGKIPEEFNVFNLIQEMRTQRHSAVQTKEQYELVHRAIAQLFEKQLQL.... Result: 0 (the proteins do not interact).